Dataset: NCI-60 drug combinations with 297,098 pairs across 59 cell lines. Task: Regression. Given two drug SMILES strings and cell line genomic features, predict the synergy score measuring deviation from expected non-interaction effect. (1) Drug 1: COC1=CC(=CC(=C1O)OC)C2C3C(COC3=O)C(C4=CC5=C(C=C24)OCO5)OC6C(C(C7C(O6)COC(O7)C8=CC=CS8)O)O. Drug 2: C1CN(CCN1C(=O)CCBr)C(=O)CCBr. Cell line: EKVX. Synergy scores: CSS=26.3, Synergy_ZIP=2.86, Synergy_Bliss=3.65, Synergy_Loewe=-19.0, Synergy_HSA=3.23. (2) Drug 1: CN1CCC(CC1)COC2=C(C=C3C(=C2)N=CN=C3NC4=C(C=C(C=C4)Br)F)OC. Drug 2: CNC(=O)C1=CC=CC=C1SC2=CC3=C(C=C2)C(=NN3)C=CC4=CC=CC=N4. Cell line: MCF7. Synergy scores: CSS=11.1, Synergy_ZIP=-0.276, Synergy_Bliss=4.04, Synergy_Loewe=2.67, Synergy_HSA=4.31.